From a dataset of Forward reaction prediction with 1.9M reactions from USPTO patents (1976-2016). Predict the product of the given reaction. Given the reactants [N+:1]([C:4]1[CH:16]=[CH:15][C:7]2[NH:8][C:9]([C:11]([F:14])([F:13])[F:12])=[N:10][C:6]=2[CH:5]=1)([O-:3])=[O:2].[C:17]([O-])([O-])=O.[K+].[K+].CI, predict the reaction product. The product is: [CH3:17][N:8]1[C:7]2[CH:15]=[CH:16][C:4]([N+:1]([O-:3])=[O:2])=[CH:5][C:6]=2[N:10]=[C:9]1[C:11]([F:14])([F:13])[F:12].